This data is from Experimentally validated miRNA-target interactions with 360,000+ pairs, plus equal number of negative samples. The task is: Binary Classification. Given a miRNA mature sequence and a target amino acid sequence, predict their likelihood of interaction. (1) The miRNA is hsa-miR-615-3p with sequence UCCGAGCCUGGGUCUCCCUCUU. The protein sequence of the target gene is MQQALELALDRAEYVIESARQRPPKRKYLSSGRKSVFQKLYDLYIEECEKEPEVKKLRRNVNLLEKLVMQETLSCLVVNLYPGNEGYSLMLRGKNGSDSETIRLPYEEGELLEYLDAEELPPILVDLLEKSQVNIFHCGCVIAEIRDYRQSSNMKSPGYQSRHILLRPTMQTLICDVHSITSDNHKWTQEDKLLLESQLILATAEPLCLDPSIAVTCTANRLLYNKQKMNTRPMKRCFKRYSRSSLNRQQDLSHCPPPPQLRLLDFLQKRKERKAGQHYDLKISKAGNCVDMWKRSPCNL.... Result: 1 (interaction). (2) The miRNA is gga-miR-16-5p with sequence UAGCAGCACGUAAAUAUUGGUG. The protein sequence of the target gene is MSEDSSALPWSINRDDYELQEVIGSGATAVVQAAYCAPKKEKVAIKRINLEKCQTSMDELLKEIQAMSQCHHPNIVSYYTSFVVKDELWLVMKLLSGGSVLDIIKHIVAKGEHKSGVLDESTIATILREVLEGLEYLHKNGQIHRDVKAGNILLGEDGSVQIADFGVSAFLATGGDITRNKVRKTFVGTPCWMAPEVMEQVRGYDFKADIWSFGITAIELATGAAPYHKYPPMKVLMLTLQNDPPSLETGVQDKEMLKKYGKSFRKMISLCLQKDPEKRPTAAELLRHKFFQKAKNKEFL.... Result: 0 (no interaction).